This data is from Catalyst prediction with 721,799 reactions and 888 catalyst types from USPTO. The task is: Predict which catalyst facilitates the given reaction. Reactant: [OH:1]O.[CH3:3][NH:4][C:5](=[O:37])[CH2:6][CH2:7][CH2:8][C:9]1[CH:14]=[CH:13][C:12]([N:15]2[C:22](=S)[N:21]([C:24]3[CH:29]=[CH:28][C:27]([C:30]#[N:31])=[C:26]([C:32]([F:35])([F:34])[F:33])[CH:25]=3)[C:20](=[O:36])[C:16]32[CH2:19][CH2:18][CH2:17]3)=[CH:11][CH:10]=1. Product: [CH3:3][NH:4][C:5](=[O:37])[CH2:6][CH2:7][CH2:8][C:9]1[CH:14]=[CH:13][C:12]([N:15]2[C:22](=[O:1])[N:21]([C:24]3[CH:29]=[CH:28][C:27]([C:30]#[N:31])=[C:26]([C:32]([F:35])([F:34])[F:33])[CH:25]=3)[C:20](=[O:36])[C:16]32[CH2:19][CH2:18][CH2:17]3)=[CH:11][CH:10]=1. The catalyst class is: 15.